From a dataset of Forward reaction prediction with 1.9M reactions from USPTO patents (1976-2016). Predict the product of the given reaction. (1) Given the reactants [O:1]=[C:2]1[N:11]2[CH:12]3[CH2:17][CH2:16][N:15]([C:18]([O:20][CH2:21][CH3:22])=[O:19])[CH2:14][CH:13]3[C:9]3[C:10]2=[C:5]([CH:6]=[CH:7][CH:8]=3)[N:4]([C:23]([O:25][CH2:26][CH3:27])=[O:24])[CH2:3]1.[H-].[Na+].[CH3:30]I, predict the reaction product. The product is: [CH3:30][CH:3]1[C:2](=[O:1])[N:11]2[CH:12]3[CH2:17][CH2:16][N:15]([C:18]([O:20][CH2:21][CH3:22])=[O:19])[CH2:14][CH:13]3[C:9]3[C:10]2=[C:5]([CH:6]=[CH:7][CH:8]=3)[N:4]1[C:23]([O:25][CH2:26][CH3:27])=[O:24]. (2) Given the reactants [NH:1]1[C:9]2[C:4](=[CH:5][CH:6]=[CH:7][N:8]=2)[CH:3]=[CH:2]1.P([O-])([O-])([O-])=O.[K+].[K+].[K+].Br[C:19]1[CH:20]=[N:21][CH:22]=[CH:23][CH:24]=1, predict the reaction product. The product is: [N:21]1[CH:22]=[CH:23][CH:24]=[C:19]([N:1]2[C:9]3[C:4](=[CH:5][CH:6]=[CH:7][N:8]=3)[CH:3]=[CH:2]2)[CH:20]=1. (3) Given the reactants [CH3:1][Si:2]([CH3:38])([CH3:37])[CH2:3][CH2:4][O:5][CH2:6][N:7]([CH2:29][O:30][CH2:31][CH2:32][Si:33]([CH3:36])([CH3:35])[CH3:34])[C:8]1[N:13]2[N:14]=[CH:15][CH:16]=[C:12]2[N:11]=[C:10]([CH2:17][CH:18]2[CH2:23][CH2:22][CH:21]([C:24]([O:26][CH2:27][CH3:28])=[O:25])[CH2:20][CH2:19]2)[CH:9]=1.[I:39]N1C(=O)CCC1=O, predict the reaction product. The product is: [CH3:34][Si:33]([CH3:36])([CH3:35])[CH2:32][CH2:31][O:30][CH2:29][N:7]([CH2:6][O:5][CH2:4][CH2:3][Si:2]([CH3:1])([CH3:37])[CH3:38])[C:8]1[N:13]2[N:14]=[CH:15][C:16]([I:39])=[C:12]2[N:11]=[C:10]([CH2:17][CH:18]2[CH2:23][CH2:22][CH:21]([C:24]([O:26][CH2:27][CH3:28])=[O:25])[CH2:20][CH2:19]2)[CH:9]=1. (4) The product is: [NH2:1][C:4]1[CH:12]=[CH:11][C:10]([N:13]2[CH2:18][CH2:17][N:16]([CH2:19][C:20]3[CH:21]=[CH:22][CH:23]=[CH:24][CH:25]=3)[CH2:15][CH2:14]2)=[CH:9][C:5]=1[C:6]([OH:8])=[O:7]. Given the reactants [N+:1]([C:4]1[CH:12]=[CH:11][C:10]([N:13]2[CH2:18][CH2:17][N:16]([CH2:19][C:20]3[CH:25]=[CH:24][CH:23]=[CH:22][CH:21]=3)[CH2:15][CH2:14]2)=[CH:9][C:5]=1[C:6]([OH:8])=[O:7])([O-])=O.C1CCCCC=1, predict the reaction product. (5) Given the reactants [OH:1][CH2:2][CH2:3][N:4]1[CH2:9][CH2:8][O:7][CH2:6][CH2:5]1.[CH2:25]1[C:26](=O)[N:21](OC(O[N:21]2[C:26](=O)[CH2:25][CH2:24][C:22]2=[O:23])=O)[C:22](=[O:23])[CH2:24]1.[CH3:28][C:29]1([CH3:43])[C:33]([CH3:35])([CH3:34])[O:32][B:31]([C:36]2[CH:37]=C(C=C[CH:42]=2)N)[O:30]1.C([O-])([O-])=O.[K+].[K+], predict the reaction product. The product is: [CH3:34][C:33]1([CH3:35])[C:29]([CH3:28])([CH3:43])[O:30][B:31]([C:36]2[CH:42]=[C:26]([NH:21][C:22](=[O:23])[O:1][CH2:2][CH2:3][N:4]3[CH2:9][CH2:8][O:7][CH2:6][CH2:5]3)[CH:25]=[CH:24][CH:37]=2)[O:32]1.